Dataset: Peptide-MHC class I binding affinity with 185,985 pairs from IEDB/IMGT. Task: Regression. Given a peptide amino acid sequence and an MHC pseudo amino acid sequence, predict their binding affinity value. This is MHC class I binding data. (1) The peptide sequence is RYTRRISLF. The MHC is HLA-B39:01 with pseudo-sequence HLA-B39:01. The binding affinity (normalized) is 0.0847. (2) The peptide sequence is AFPTSCHM. The MHC is HLA-B54:01 with pseudo-sequence HLA-B54:01. The binding affinity (normalized) is 0. (3) The peptide sequence is PDTTYLGPL. The MHC is HLA-B18:01 with pseudo-sequence HLA-B18:01. The binding affinity (normalized) is 0. (4) The peptide sequence is AWLLNILTI. The MHC is HLA-A02:01 with pseudo-sequence HLA-A02:01. The binding affinity (normalized) is 0.938.